This data is from Forward reaction prediction with 1.9M reactions from USPTO patents (1976-2016). The task is: Predict the product of the given reaction. (1) Given the reactants [C:1]1(=[O:22])[N:5]([CH2:6][C:7]2[N:8]=[C:9]([N:12]3[CH2:15][CH:14]([OH:16])[CH2:13]3)[S:10][CH:11]=2)[C:4](=[O:17])[C:3]2=[CH:18][CH:19]=[CH:20][CH:21]=[C:2]12.[CH3:23][S:24](Cl)(=[O:26])=[O:25].C(N(CC)CC)C.C(OCC)C, predict the reaction product. The product is: [C:4]1(=[O:17])[N:5]([CH2:6][C:7]2[N:8]=[C:9]([N:12]3[CH2:13][CH:14]([O:16][S:24]([CH3:23])(=[O:26])=[O:25])[CH2:15]3)[S:10][CH:11]=2)[C:1](=[O:22])[C:2]2=[CH:21][CH:20]=[CH:19][CH:18]=[C:3]12. (2) Given the reactants Cl[C:2]1[N:11]=[CH:10][CH:9]=[C:8]([C:12]#[N:13])[C:3]=1[C:4]([O:6][CH3:7])=[O:5].[CH3:14][N:15]1[CH:19]=[C:18](B2OC(C)(C)C(C)(C)O2)[CH:17]=[N:16]1.[F-].[K+], predict the reaction product. The product is: [C:12]([C:8]1[C:3]([C:4]([O:6][CH3:7])=[O:5])=[C:2]([C:18]2[CH:17]=[N:16][N:15]([CH3:14])[CH:19]=2)[N:11]=[CH:10][CH:9]=1)#[N:13]. (3) Given the reactants [CH:1]1([C:6]([N:8]2[CH2:13][CH:12]([C:14]3[CH:19]=[CH:18][C:17]([CH2:20][CH3:21])=[CH:16][CH:15]=3)[CH2:11][CH:10]([C:22]([OH:24])=O)[CH2:9]2)=[O:7])[CH2:5][CH2:4][CH2:3][CH2:2]1.O[N:26]=[C:27]([NH2:29])[CH3:28], predict the reaction product. The product is: [CH:1]1([C:6]([N:8]2[CH2:9][CH:10]([C:22]3[O:24][N:29]=[C:27]([CH3:28])[N:26]=3)[CH2:11][CH:12]([C:14]3[CH:19]=[CH:18][C:17]([CH2:20][CH3:21])=[CH:16][CH:15]=3)[CH2:13]2)=[O:7])[CH2:2][CH2:3][CH2:4][CH2:5]1. (4) Given the reactants Br[C:2]1[CH:3]=[CH:4][C:5]([C:9]([O:11][CH3:12])=[O:10])=[N:6][C:7]=1[Cl:8].[F:13][C:14]1[CH:19]=[CH:18][C:17]([O:20][CH3:21])=[CH:16][C:15]=1B(O)O.C(=O)([O-])[O-].[Na+].[Na+], predict the reaction product. The product is: [Cl:8][C:7]1[N:6]=[C:5]([C:9]([O:11][CH3:12])=[O:10])[CH:4]=[CH:3][C:2]=1[C:15]1[CH:16]=[C:17]([O:20][CH3:21])[CH:18]=[CH:19][C:14]=1[F:13]. (5) Given the reactants [CH2:1]([N:8]1[C@H:12]([C:13]([O:15][C:16]([CH3:19])([CH3:18])[CH3:17])=[O:14])[CH2:11][CH2:10][C:9]1=[C:20]([CH2:31][C:32]([O:34]CC1C=CC=CC=1)=[O:33])C(OCC1C=CC=CC=1)=O)[C:2]1[CH:7]=[CH:6][CH:5]=[CH:4][CH:3]=1.C([O-])=O.[NH4+].C(Cl)Cl, predict the reaction product. The product is: [CH2:1]([N:8]1[C@H:12]([C:13]([O:15][C:16]([CH3:18])([CH3:19])[CH3:17])=[O:14])[CH2:11][CH2:10][C@@H:9]1[CH2:20][CH2:31][C:32]([OH:34])=[O:33])[C:2]1[CH:3]=[CH:4][CH:5]=[CH:6][CH:7]=1. (6) The product is: [F:26][C:23]1[CH:24]=[CH:25][C:20]([C:18]2[O:19][C:9]3[CH:8]=[C:7]([NH:6][S:2]([CH3:1])(=[O:4])=[O:3])[C:15]4[O:14][CH:13]([CH3:16])[CH2:12][C:11]=4[C:10]=3[C:17]=2[C:27]([O:29][CH3:30])=[O:28])=[CH:21][CH:22]=1. Given the reactants [CH3:1][S:2](Cl)(=[O:4])=[O:3].[NH2:6][C:7]1[C:15]2[O:14][CH:13]([CH3:16])[CH2:12][C:11]=2[C:10]2[C:17]([C:27]([O:29][CH3:30])=[O:28])=[C:18]([C:20]3[CH:25]=[CH:24][C:23]([F:26])=[CH:22][CH:21]=3)[O:19][C:9]=2[CH:8]=1.CCN(C(C)C)C(C)C, predict the reaction product. (7) Given the reactants C([N:8]1[CH2:21][CH2:20][C:19]2[C:18]3[CH:17]=[C:16]([S:22]([C:25]4[CH:30]=[CH:29][CH:28]=[CH:27][CH:26]=4)(=[O:24])=[O:23])[CH:15]=[CH:14][C:13]=3[NH:12][C:11]=2[CH2:10][CH2:9]1)C1C=CC=CC=1, predict the reaction product. The product is: [C:25]1([S:22]([C:16]2[CH:15]=[CH:14][C:13]3[NH:12][C:11]4[CH2:10][CH2:9][NH:8][CH2:21][CH2:20][C:19]=4[C:18]=3[CH:17]=2)(=[O:24])=[O:23])[CH:30]=[CH:29][CH:28]=[CH:27][CH:26]=1. (8) Given the reactants CC1C=CC(S(O[CH2:12][C@@H:13]2[O:18][C:17]3[CH:19]=[C:20]([S:24]([CH3:27])(=[O:26])=[O:25])[CH:21]=[C:22]([F:23])[C:16]=3[O:15][CH2:14]2)(=O)=O)=CC=1.[NH3:28], predict the reaction product. The product is: [F:23][C:22]1[C:16]2[O:15][CH2:14][C@H:13]([CH2:12][NH2:28])[O:18][C:17]=2[CH:19]=[C:20]([S:24]([CH3:27])(=[O:26])=[O:25])[CH:21]=1. (9) Given the reactants [CH:1]1([NH:7][C:8]([CH2:10][CH2:11][CH2:12][CH2:13]C(O)=O)=[O:9])[CH2:6][CH2:5][CH2:4][CH2:3][CH2:2]1.C([N:19]([CH2:22]C)CC)C.C(Cl)CCl.N[C@@H:29]([CH2:38][N:39]1[CH2:44][CH2:43][O:42][CH2:41][CH2:40]1)[C@H:30]([C:32]1[CH:37]=[CH:36][CH:35]=[CH:34][CH:33]=1)[OH:31].C[OH:46], predict the reaction product. The product is: [CH2:3]1[CH2:2][CH:1]([NH:7][C:8]([C@H:10]([CH2:11][CH2:12][CH3:13])[C:22]([NH:19][C@:30]([C:32]2[CH:33]=[CH:34][CH:35]=[CH:36][CH:37]=2)([OH:31])[CH2:29][CH2:38][N:39]2[CH2:40][CH2:41][O:42][CH2:43][CH2:44]2)=[O:46])=[O:9])[CH2:6][CH2:5][CH2:4]1. (10) Given the reactants Br[C:2]1[CH:11]=[CH:10][C:5]([C:6]([O:8][CH3:9])=[O:7])=[CH:4][C:3]=1[N+:12]([O-:14])=[O:13].[NH:15]1[CH2:20][CH2:19][O:18][CH2:17][C:16]1=[O:21].CC1(C)C2C(=C(P(C3C=CC=CC=3)C3C=CC=CC=3)C=CC=2)OC2C(P(C3C=CC=CC=3)C3C=CC=CC=3)=CC=CC1=2.C(=O)([O-])[O-].[Cs+].[Cs+], predict the reaction product. The product is: [N:15]1([C:2]2[CH:11]=[CH:10][C:5]([C:6]([O:8][CH3:9])=[O:7])=[CH:4][C:3]=2[N+:12]([O-:14])=[O:13])[CH2:20][CH2:19][O:18][CH2:17][C:16]1=[O:21].